Task: Predict the reaction yield, written as a fraction of the theoretical maximum amount of product (1.0 means a 100% yield; for example, 0.34 means a 34% yield).. Dataset: Reaction yield outcomes from USPTO patents with 853,638 reactions The reactants are [CH3:1][C@H:2](CC=C)[C:3](O)=O.[CH3:9][NH:10][C@@H:11]([CH3:20])[C@@H:12]([C:14]1[CH:19]=[CH:18][CH:17]=[CH:16][CH:15]=1)[OH:13].CC(=O)[O:23][CH2:24][CH3:25].[CH3:27]N(C=O)C. No catalyst specified. The product is [OH:13][C@H:12]([C:14]1[CH:19]=[CH:18][CH:17]=[CH:16][CH:15]=1)[C@@H:11]([N:10]([CH3:9])[C:24](=[O:23])[C@H:25]([CH3:27])[CH2:3][CH:2]=[CH2:1])[CH3:20]. The yield is 0.630.